Dataset: Forward reaction prediction with 1.9M reactions from USPTO patents (1976-2016). Task: Predict the product of the given reaction. (1) The product is: [C:16]([C:15]1[CH:14]=[C:13]([NH:12][C:5]2[N:6]=[CH:7][CH:8]=[CH:9][C:4]=2[C:3]([O:2][CH3:1])=[O:11])[CH:20]=[C:19]([F:21])[CH:18]=1)#[N:17]. Given the reactants [CH3:1][O:2][C:3](=[O:11])[C:4]1[CH:9]=[CH:8][CH:7]=[N:6][C:5]=1F.[NH2:12][C:13]1[CH:14]=[C:15]([CH:18]=[C:19]([F:21])[CH:20]=1)[C:16]#[N:17], predict the reaction product. (2) Given the reactants [N:1]1[C:10]2[C:5](=[CH:6][C:7]([C:11]([O:13][CH3:14])=[O:12])=[CH:8][CH:9]=2)[CH:4]=[CH:3][CH:2]=1.C([O-])=O.[NH4+], predict the reaction product. The product is: [NH:1]1[C:10]2[C:5](=[CH:6][C:7]([C:11]([O:13][CH3:14])=[O:12])=[CH:8][CH:9]=2)[CH2:4][CH2:3][CH2:2]1. (3) Given the reactants [C:1]([C:5]1[N:10]=[C:9]([O:11][CH2:12][CH3:13])[C:8]([C:14]2[N:15]([C:33](Cl)=[O:34])[CH:16]([C:26]3[CH:31]=[CH:30][C:29]([Cl:32])=[CH:28][CH:27]=3)[CH:17]([C:19]3[CH:24]=[CH:23][C:22]([Cl:25])=[CH:21][CH:20]=3)[N:18]=2)=[CH:7][N:6]=1)([CH3:4])([CH3:3])[CH3:2].[CH3:36][N:37]([CH3:47])[C:38](=[O:46])[CH2:39][N:40]1[CH2:45][CH2:44][NH:43][CH2:42][CH2:41]1, predict the reaction product. The product is: [ClH:25].[C:1]([C:5]1[N:10]=[C:9]([O:11][CH2:12][CH3:13])[C:8]([C:14]2[N:15]([C:33]([N:43]3[CH2:42][CH2:41][N:40]([CH2:39][C:38]([N:37]([CH3:47])[CH3:36])=[O:46])[CH2:45][CH2:44]3)=[O:34])[C@H:16]([C:26]3[CH:31]=[CH:30][C:29]([Cl:32])=[CH:28][CH:27]=3)[C@H:17]([C:19]3[CH:24]=[CH:23][C:22]([Cl:25])=[CH:21][CH:20]=3)[N:18]=2)=[CH:7][N:6]=1)([CH3:4])([CH3:2])[CH3:3]. (4) The product is: [CH2:25]([O:24][C:22]([C:5]1[N:6]([CH2:7][O:8][CH2:9][CH2:10][Si:11]([CH3:13])([CH3:12])[CH3:14])[C:2]([CH3:1])=[CH:3][N:4]=1)=[O:23])[CH3:26]. Given the reactants [CH3:1][C:2]1[N:6]([CH2:7][O:8][CH2:9][CH2:10][Si:11]([CH3:14])([CH3:13])[CH3:12])[CH:5]=[N:4][CH:3]=1.[Li]CCCC.C([C:22]([O:24][CH2:25][CH3:26])=[O:23])#N, predict the reaction product. (5) Given the reactants Br[C:2]1[C:3]([C:15]([F:18])([F:17])[F:16])=[CH:4][C:5]([O:8][CH2:9][CH2:10][C:11]([CH3:14])([OH:13])[CH3:12])=[N:6][CH:7]=1.[CH2:19]([O:21][C:22]([CH:24]1[CH:26]2[CH2:27][C:28]3[CH:29]=[C:30]([O:34][CH2:35][C:36]4[CH:41]=[C:40](B5OC(C)(C)C(C)(C)O5)[CH:39]=[CH:38][C:37]=4[F:51])[N:31]=[CH:32][C:33]=3[CH:25]12)=[O:23])[CH3:20], predict the reaction product. The product is: [F:51][C:37]1[CH:38]=[CH:39][C:40]([C:2]2[CH:7]=[N:6][C:5]([O:8][CH2:9][CH2:10][C:11]([OH:13])([CH3:14])[CH3:12])=[CH:4][C:3]=2[C:15]([F:18])([F:17])[F:16])=[CH:41][C:36]=1[CH2:35][O:34][C:30]1[N:31]=[CH:32][C:33]2[CH:25]3[CH:24]([C:22]([O:21][CH2:19][CH3:20])=[O:23])[CH:26]3[CH2:27][C:28]=2[CH:29]=1. (6) Given the reactants S(Cl)(Cl)(=O)=O.[F:6][C:7]1[CH:12]=[CH:11][CH:10]=[CH:9][C:8]=1[SH:13], predict the reaction product. The product is: [F:6][C:7]1[CH:12]=[CH:11][CH:10]=[CH:9][C:8]=1[S:13][S:13][C:8]1[CH:9]=[CH:10][CH:11]=[CH:12][C:7]=1[F:6].